From a dataset of Catalyst prediction with 721,799 reactions and 888 catalyst types from USPTO. Predict which catalyst facilitates the given reaction. Reactant: S(Cl)([Cl:3])=O.[CH3:5][O:6][CH2:7][CH2:8][O:9][C:10]1[CH:11]=[C:12]2[C:17](=[CH:18][C:19]=1[O:20][CH2:21][CH2:22][O:23][CH3:24])[N:16]=[CH:15][NH:14][C:13]2=O.CN(C)C=O.[OH-].[Na+]. Product: [Cl:3][C:13]1[C:12]2[C:17](=[CH:18][C:19]([O:20][CH2:21][CH2:22][O:23][CH3:24])=[C:10]([O:9][CH2:8][CH2:7][O:6][CH3:5])[CH:11]=2)[N:16]=[CH:15][N:14]=1. The catalyst class is: 4.